Dataset: Full USPTO retrosynthesis dataset with 1.9M reactions from patents (1976-2016). Task: Predict the reactants needed to synthesize the given product. (1) Given the product [NH2:2][C:3]1[N:12]=[C:11]([NH2:13])[C:10]2[C:5](=[N:6][CH:7]=[C:8]([CH2:14][N:38]([C:39]3[CH:47]=[CH:46][C:42]([C:43]([OH:45])=[O:44])=[CH:41][CH:40]=3)[CH3:37])[N:9]=2)[N:4]=1, predict the reactants needed to synthesize it. The reactants are: Cl.[NH2:2][C:3]1[N:12]=[C:11]([NH2:13])[C:10]2[C:5](=[N:6][CH:7]=[C:8]([CH2:14]O)[N:9]=2)[N:4]=1.[Br-].[Br-].C1(P(C2C=CC=CC=2)C2C=CC=CC=2)C=CC=CC=1.[CH3:37][NH:38][C:39]1[CH:47]=[CH:46][C:42]([C:43]([OH:45])=[O:44])=[CH:41][CH:40]=1.CCN(C(C)C)C(C)C. (2) Given the product [Br:22][C:19]1[CH:18]=[C:17]2[C:16]([C:15](=[O:24])[N:14]([CH3:25])[C:13]([CH2:1][CH3:2])=[N:23]2)=[CH:21][CH:20]=1, predict the reactants needed to synthesize it. The reactants are: [C:1](OCC)(OCC)(OCC)[CH2:2]C.[CH3:13][NH:14][C:15](=[O:24])[C:16]1[CH:21]=[CH:20][C:19]([Br:22])=[CH:18][C:17]=1[NH2:23].[C:25](=O)(O)[O-].[Na+]. (3) The reactants are: [CH3:1][O:2][C:3]1[C:4]([N:11]2[C:20](=[O:21])[C:19]3[C:14](=[CH:15][C:16]([C:22]([O:24]C)=[O:23])=[CH:17][CH:18]=3)[NH:13][C:12]2=[S:26])=[N:5][CH:6]=[C:7]([O:9][CH3:10])[CH:8]=1.[OH-].[Na+]. Given the product [CH3:1][O:2][C:3]1[C:4]([N:11]2[C:20](=[O:21])[C:19]3[C:14](=[CH:15][C:16]([C:22]([OH:24])=[O:23])=[CH:17][CH:18]=3)[NH:13][C:12]2=[S:26])=[N:5][CH:6]=[C:7]([O:9][CH3:10])[CH:8]=1, predict the reactants needed to synthesize it.